This data is from Full USPTO retrosynthesis dataset with 1.9M reactions from patents (1976-2016). The task is: Predict the reactants needed to synthesize the given product. Given the product [F:14][C:2]([F:1])([F:13])[C:3]1[CH:12]=[CH:11][C:6]2[N:7]([CH:29]([CH3:35])[C:30]([OH:32])=[O:31])[C:8](=[N:10][C:20](=[O:21])[C:19]3[CH:23]=[CH:24][CH:25]=[C:17]([C:16]([F:27])([F:26])[F:15])[CH:18]=3)[S:9][C:5]=2[CH:4]=1, predict the reactants needed to synthesize it. The reactants are: [F:1][C:2]([F:14])([F:13])[C:3]1[CH:12]=[CH:11][C:6]2[N:7]=[C:8]([NH2:10])[S:9][C:5]=2[CH:4]=1.[F:15][C:16]([F:27])([F:26])[C:17]1[CH:18]=[C:19]([CH:23]=[CH:24][CH:25]=1)[C:20](Cl)=[O:21].Br[CH:29]([CH3:35])[C:30]([O:32]CC)=[O:31].COC1C=CC2N=C(N)SC=2C=1.ClC1C=C(C=CC=1)C(Cl)=O.BrCC(OCC)=O.